This data is from Catalyst prediction with 721,799 reactions and 888 catalyst types from USPTO. The task is: Predict which catalyst facilitates the given reaction. Reactant: [F:1][C:2]1[C:3]([NH2:12])=[CH:4][C:5]2[C:10]([CH:11]=1)=[CH:9][CH:8]=[CH:7][CH:6]=2.[N:13]([O-])=O.[Na+].[F:17][C:18]([F:30])([F:29])[C:19](=O)[CH2:20][C:21]([C:23]1[O:24][CH:25]=[CH:26][CH:27]=1)=O. Product: [F:17][C:18]([F:30])([F:29])[C:19]1[CH:20]=[C:21]([C:23]2[O:24][CH:25]=[CH:26][CH:27]=2)[N:12]([C:3]2[C:2]([F:1])=[CH:11][C:10]3[C:5](=[CH:6][CH:7]=[CH:8][CH:9]=3)[CH:4]=2)[N:13]=1. The catalyst class is: 6.